Dataset: NCI-60 drug combinations with 297,098 pairs across 59 cell lines. Task: Regression. Given two drug SMILES strings and cell line genomic features, predict the synergy score measuring deviation from expected non-interaction effect. (1) Drug 1: CCCS(=O)(=O)NC1=C(C(=C(C=C1)F)C(=O)C2=CNC3=C2C=C(C=N3)C4=CC=C(C=C4)Cl)F. Cell line: SK-OV-3. Drug 2: C1CC(C1)(C(=O)O)C(=O)O.[NH2-].[NH2-].[Pt+2]. Synergy scores: CSS=20.6, Synergy_ZIP=-6.58, Synergy_Bliss=2.38, Synergy_Loewe=2.12, Synergy_HSA=1.74. (2) Synergy scores: CSS=-7.42, Synergy_ZIP=3.68, Synergy_Bliss=-0.632, Synergy_Loewe=-4.65, Synergy_HSA=-5.43. Drug 2: CC1=C(C=C(C=C1)NC(=O)C2=CC=C(C=C2)CN3CCN(CC3)C)NC4=NC=CC(=N4)C5=CN=CC=C5. Cell line: OVCAR3. Drug 1: C1CCC(C1)C(CC#N)N2C=C(C=N2)C3=C4C=CNC4=NC=N3. (3) Synergy scores: CSS=32.5, Synergy_ZIP=0.212, Synergy_Bliss=-0.931, Synergy_Loewe=-21.1, Synergy_HSA=-1.63. Drug 2: CC1=C(C(=O)C2=C(C1=O)N3CC4C(C3(C2COC(=O)N)OC)N4)N. Drug 1: C1=CN(C=N1)CC(O)(P(=O)(O)O)P(=O)(O)O. Cell line: SW-620. (4) Drug 1: COC1=CC(=CC(=C1O)OC)C2C3C(COC3=O)C(C4=CC5=C(C=C24)OCO5)OC6C(C(C7C(O6)COC(O7)C8=CC=CS8)O)O. Drug 2: CC12CCC3C(C1CCC2OP(=O)(O)O)CCC4=C3C=CC(=C4)OC(=O)N(CCCl)CCCl.[Na+]. Cell line: UACC62. Synergy scores: CSS=32.1, Synergy_ZIP=-12.0, Synergy_Bliss=-9.14, Synergy_Loewe=-27.8, Synergy_HSA=-6.59.